Dataset: Reaction yield outcomes from USPTO patents with 853,638 reactions. Task: Predict the reaction yield, written as a fraction of the theoretical maximum amount of product (1.0 means a 100% yield; for example, 0.34 means a 34% yield). (1) The reactants are [N:1]1([C:7]2[CH:19]=[C:18]([C:20]([O:22][CH3:23])=[O:21])[C:10]3[NH:11][C:12]([C:14]([F:17])([F:16])[F:15])=[N:13][C:9]=3[CH:8]=2)[CH2:6][CH2:5][O:4][CH2:3][CH2:2]1.C(=O)([O-])[O-].[K+].[K+].Br[CH2:31][C:32]1[CH:37]=[CH:36][CH:35]=[C:34]([C:38]([F:41])([F:40])[F:39])[C:33]=1[CH3:42]. The catalyst is CN(C)C=O. The product is [CH3:42][C:33]1[C:34]([C:38]([F:39])([F:40])[F:41])=[CH:35][CH:36]=[CH:37][C:32]=1[CH2:31][N:13]1[C:9]2[CH:8]=[C:7]([N:1]3[CH2:6][CH2:5][O:4][CH2:3][CH2:2]3)[CH:19]=[C:18]([C:20]([O:22][CH3:23])=[O:21])[C:10]=2[N:11]=[C:12]1[C:14]([F:17])([F:15])[F:16]. The yield is 0.241. (2) The reactants are [C:1]([C:3]1[CH:4]=[C:5]([NH:9][C:10]2[CH2:14][CH2:13][C:12](=[O:15])[C:11]=2[CH3:16])[CH:6]=[CH:7][CH:8]=1)#[CH:2].[N:17]([CH2:20][C:21]1[CH:22]=[N:23][CH:24]=[CH:25][CH:26]=1)=[N+:18]=[N-:19].O=C1O[C@H]([C@H](CO)O)C([O-])=C1O.[Na+]. The catalyst is O.C(O)(C)(C)C.O.O.O.O.O.S([O-])([O-])(=O)=O.[Cu+2]. The product is [CH3:16][C:11]1[C:12](=[O:15])[CH2:13][CH2:14][C:10]=1[NH:9][C:5]1[CH:6]=[CH:7][CH:8]=[C:3]([C:1]2[N:19]=[N:18][N:17]([CH2:20][C:21]3[CH:22]=[N:23][CH:24]=[CH:25][CH:26]=3)[CH:2]=2)[CH:4]=1. The yield is 0.550. (3) The reactants are Br[C:2]1[C:3]([CH3:20])=[N:4][CH:5]=[C:6]([C:9]=1[NH:10][C:11]1[CH:19]=[C:18]2[C:14]([CH:15]=[CH:16][NH:17]2)=[CH:13][CH:12]=1)[C:7]#[N:8].[CH3:21][O:22][C:23]1[CH:24]=[C:25](B(O)O)[CH:26]=[CH:27][C:28]=1[O:29][CH3:30]. The catalyst is COCCOC.C(=O)(O)[O-].[Na+].C1C=CC([P]([Pd]([P](C2C=CC=CC=2)(C2C=CC=CC=2)C2C=CC=CC=2)([P](C2C=CC=CC=2)(C2C=CC=CC=2)C2C=CC=CC=2)[P](C2C=CC=CC=2)(C2C=CC=CC=2)C2C=CC=CC=2)(C2C=CC=CC=2)C2C=CC=CC=2)=CC=1. The product is [CH3:21][O:22][C:23]1[CH:24]=[C:25]([C:2]2[C:3]([CH3:20])=[N:4][CH:5]=[C:6]([C:9]=2[NH:10][C:11]2[CH:19]=[C:18]3[C:14]([CH:15]=[CH:16][NH:17]3)=[CH:13][CH:12]=2)[C:7]#[N:8])[CH:26]=[CH:27][C:28]=1[O:29][CH3:30]. The yield is 0.290. (4) The reactants are [Cl:1][C:2]1[CH:7]=[CH:6][C:5]([CH:8]2[CH2:13][NH:12][C:11](=[O:14])[C:10]3[S:15][C:16]([N:20]4[CH2:25][CH2:24][O:23][CH2:22][CH2:21]4)=[C:17]([CH:18]=C)[C:9]2=3)=[CH:4][CH:3]=1.O.I([O-])(=O)(=O)=[O:28].[Na+].N1C(C)=CC=CC=1C. The catalyst is O1CCOCC1.[Os](=O)(=O)(=O)=O.O. The product is [Cl:1][C:2]1[CH:3]=[CH:4][C:5]([CH:8]2[CH2:13][NH:12][C:11](=[O:14])[C:10]3[S:15][C:16]([N:20]4[CH2:25][CH2:24][O:23][CH2:22][CH2:21]4)=[C:17]([CH:18]=[O:28])[C:9]2=3)=[CH:6][CH:7]=1. The yield is 0.840. (5) The reactants are [F:1][C:2]1[C:3]([C:8]2([C:13]#[N:14])[CH2:11][C:10](=[O:12])[CH2:9]2)=[N:4][CH:5]=[CH:6][CH:7]=1.[BH4-].[Na+]. The catalyst is C(Cl)Cl.CO. The product is [F:1][C:2]1[C:3]([C:8]2([C:13]#[N:14])[CH2:11][CH:10]([OH:12])[CH2:9]2)=[N:4][CH:5]=[CH:6][CH:7]=1. The yield is 0.775. (6) The reactants are [C:1]([Cl:6])(=O)[C:2](Cl)=[O:3].OC1C(=O)[N:10]([C:35]2[N:36]=[N:37][C:38]([CH3:41])=[CH:39][CH:40]=2)[C@H:11]([C:24]2[CH:29]=[CH:28][C:27]([O:30][C:31]([F:34])([F:33])[F:32])=[CH:26][CH:25]=2)[C:12]=1[C:13](=[O:23])[C:14]1[CH:19]=[CH:18][C:17]([CH:20]([CH3:22])[CH3:21])=[CH:16][CH:15]=1. The catalyst is ClCCl.CN(C=O)C.C([O-])(O)=O.[Na+]. The product is [Cl:6][C:1]1[C:2](=[O:3])[N:10]([C:35]2[N:36]=[N:37][C:38]([CH3:41])=[CH:39][CH:40]=2)[C@H:11]([C:24]2[CH:29]=[CH:28][C:27]([O:30][C:31]([F:32])([F:33])[F:34])=[CH:26][CH:25]=2)[C:12]=1[C:13](=[O:23])[C:14]1[CH:19]=[CH:18][C:17]([CH:20]([CH3:22])[CH3:21])=[CH:16][CH:15]=1. The yield is 0.410. (7) The reactants are [OH:1][CH:2]1[CH2:7][CH2:6][N:5]([C:8]([O:10][C:11]([CH3:14])([CH3:13])[CH3:12])=[O:9])[CH2:4][CH2:3]1.[H-].[Na+].Cl[C:18]1[C:23]([C:24]2[CH:29]=[CH:28][CH:27]=[CH:26][CH:25]=2)=[N:22][N:21]([CH2:30][C:31]2[CH:36]=[CH:35][C:34]([O:37][CH3:38])=[CH:33][CH:32]=2)[C:20](=[O:39])[CH:19]=1.CCOC(C)=O. The catalyst is C1COCC1.[Cl-].[Na+].O. The product is [C:11]([O:10][C:8]([N:5]1[CH2:4][CH2:3][CH:2]([O:1][C:18]2[C:23]([C:24]3[CH:29]=[CH:28][CH:27]=[CH:26][CH:25]=3)=[N:22][N:21]([CH2:30][C:31]3[CH:36]=[CH:35][C:34]([O:37][CH3:38])=[CH:33][CH:32]=3)[C:20](=[O:39])[CH:19]=2)[CH2:7][CH2:6]1)=[O:9])([CH3:14])([CH3:13])[CH3:12]. The yield is 0.563. (8) The reactants are [Cl:1][C:2]1[N:3]=[C:4](Cl)[C:5]2[CH2:10][CH2:9][CH2:8][C:6]=2[N:7]=1.C(N(CC)C(C)C)(C)C.[CH:21]([C:24]1[NH:28][N:27]=[C:26]([NH2:29])[CH:25]=1)([CH3:23])[CH3:22]. The catalyst is C(O)(C)C. The product is [Cl:1][C:2]1[N:3]=[C:4]([NH:29][C:26]2[CH:25]=[C:24]([CH:21]([CH3:23])[CH3:22])[NH:28][N:27]=2)[C:5]2[CH2:10][CH2:9][CH2:8][C:6]=2[N:7]=1. The yield is 0.420. (9) The reactants are [H-].[Na+].[C:3]([NH:7][S:8]([C:11]1[CH:16]=[CH:15][C:14]([I:17])=[CH:13][CH:12]=1)(=[O:10])=[O:9])([CH3:6])([CH3:5])[CH3:4].Br[CH2:19][CH2:20][O:21][CH3:22].[I-].[Na+]. The catalyst is CN(C=O)C. The product is [CH3:22][O:21][CH2:20][CH2:19][N:7]([C:3]([CH3:6])([CH3:4])[CH3:5])[S:8]([C:11]1[CH:12]=[CH:13][C:14]([I:17])=[CH:15][CH:16]=1)(=[O:9])=[O:10]. The yield is 0.250.